Dataset: NCI-60 drug combinations with 297,098 pairs across 59 cell lines. Task: Regression. Given two drug SMILES strings and cell line genomic features, predict the synergy score measuring deviation from expected non-interaction effect. (1) Drug 1: C1=C(C(=O)NC(=O)N1)N(CCCl)CCCl. Drug 2: CN(C(=O)NC(C=O)C(C(C(CO)O)O)O)N=O. Cell line: SK-MEL-28. Synergy scores: CSS=5.23, Synergy_ZIP=-4.05, Synergy_Bliss=-2.19, Synergy_Loewe=-1.65, Synergy_HSA=-1.56. (2) Drug 1: C1=NC(=NC(=O)N1C2C(C(C(O2)CO)O)O)N. Drug 2: C(=O)(N)NO. Cell line: ACHN. Synergy scores: CSS=13.2, Synergy_ZIP=0.433, Synergy_Bliss=4.86, Synergy_Loewe=-11.9, Synergy_HSA=2.60.